From a dataset of Forward reaction prediction with 1.9M reactions from USPTO patents (1976-2016). Predict the product of the given reaction. (1) The product is: [F:39][C:33]1[CH:34]=[C:35]([F:38])[CH:36]=[CH:37][C:32]=1[C@H:30]([O:29][C:27]([NH:26][C:25]1[CH:24]=[C:23]([F:40])[S:22][C:21]=1[C:18]1[CH:19]=[CH:20][C:15]([C:12]2[CH:13]=[CH:14][C:9]([C:6]3([C:4]([OH:5])=[O:3])[CH2:7][CH2:8]3)=[CH:10][CH:11]=2)=[CH:16][CH:17]=1)=[O:28])[CH3:31]. Given the reactants C([O:3][C:4]([C:6]1([C:9]2[CH:14]=[CH:13][C:12]([C:15]3[CH:20]=[CH:19][C:18]([C:21]4[S:22][C:23]([F:40])=[CH:24][C:25]=4[NH:26][C:27]([O:29][C@@H:30]([C:32]4[CH:37]=[CH:36][C:35]([F:38])=[CH:34][C:33]=4[F:39])[CH3:31])=[O:28])=[CH:17][CH:16]=3)=[CH:11][CH:10]=2)[CH2:8][CH2:7]1)=[O:5])C.[OH-].[Na+].Cl, predict the reaction product. (2) Given the reactants [Cl:1][C:2]1[N:3]=[C:4](Cl)[C:5]2[S:10][CH:9]=[C:8]([CH3:11])[C:6]=2[N:7]=1.[CH2:13]([NH2:18])[C:14]([CH3:17])([CH3:16])[CH3:15].O, predict the reaction product. The product is: [Cl:1][C:2]1[N:3]=[C:4]([NH:18][CH2:13][C:14]([CH3:17])([CH3:16])[CH3:15])[C:5]2[S:10][CH:9]=[C:8]([CH3:11])[C:6]=2[N:7]=1. (3) Given the reactants [NH2:1][CH2:2][C:3]1[C:4]([NH:20][C@H:21]([C:23]2[CH:28]=[CH:27][C:26]([F:29])=[CH:25][CH:24]=2)[CH3:22])=[CH:5][C:6]2[N:10]([C:11]3[CH:15]=[C:14]([CH:16]4[CH2:18][CH2:17]4)[NH:13][N:12]=3)[CH:9]=[N:8][C:7]=2[CH:19]=1.[C:30](O)(=[O:32])[CH3:31], predict the reaction product. The product is: [CH:16]1([C:14]2[NH:13][N:12]=[C:11]([N:10]3[C:6]4[CH:5]=[C:4]([NH:20][C@H:21]([C:23]5[CH:24]=[CH:25][C:26]([F:29])=[CH:27][CH:28]=5)[CH3:22])[C:3]([CH2:2][NH:1][C:30](=[O:32])[CH3:31])=[CH:19][C:7]=4[N:8]=[CH:9]3)[CH:15]=2)[CH2:18][CH2:17]1. (4) Given the reactants [C:1]([C:3]1[C:4]([N:18]2[CH2:23][CH2:22][NH:21][CH2:20][CH2:19]2)=[N:5][C:6]([C:14]([F:17])([F:16])[F:15])=[C:7]([CH:13]=1)[C:8]([O:10][CH2:11][CH3:12])=[O:9])#[N:2].[N:24]([CH2:27][CH2:28][C:29]1[CH:34]=[CH:33][CH:32]=[CH:31][CH:30]=1)=[C:25]=[O:26], predict the reaction product. The product is: [C:1]([C:3]1[C:4]([N:18]2[CH2:23][CH2:22][N:21]([C:25]([NH:24][CH2:27][CH2:28][C:29]3[CH:34]=[CH:33][CH:32]=[CH:31][CH:30]=3)=[O:26])[CH2:20][CH2:19]2)=[N:5][C:6]([C:14]([F:15])([F:17])[F:16])=[C:7]([CH:13]=1)[C:8]([O:10][CH2:11][CH3:12])=[O:9])#[N:2]. (5) Given the reactants [NH:1]1[CH:5]=[CH:4][N:3]=[C:2]1[CH2:6][N:7]([CH2:14][C:15]1[CH:39]=[CH:38][C:18]([CH2:19][N:20]2[C@H:24]([C:25](O)=O)[CH2:23][C:22]3([CH2:32][CH2:31][N:30]([CH:33]([CH2:36][CH3:37])[CH2:34][CH3:35])[CH2:29][CH2:28]3)[CH2:21]2)=[CH:17][CH:16]=1)[CH2:8][C:9]1[NH:10][CH:11]=[CH:12][N:13]=1.O.N.C[NH3+].F[P-](F)(F)(F)(F)F.N1([O:60][C:61](N(C)C)=[N+:62](C)C)C2C=CC=NC=2N=N1.F[P-](F)(F)(F)(F)F.C(=O)([O-])O.[Na+], predict the reaction product. The product is: [NH:13]1[CH:12]=[CH:11][N:10]=[C:9]1[CH2:8][N:7]([CH2:14][C:15]1[CH:16]=[CH:17][C:18]([CH2:19][N:20]2[C@H:24]([CH2:25][C:61]([NH2:62])=[O:60])[CH2:23][C:22]3([CH2:28][CH2:29][N:30]([CH:33]([CH2:34][CH3:35])[CH2:36][CH3:37])[CH2:31][CH2:32]3)[CH2:21]2)=[CH:38][CH:39]=1)[CH2:6][C:2]1[NH:3][CH:4]=[CH:5][N:1]=1. (6) Given the reactants [Cl:1][C:2]1[CH:3]=[CH:4][C:5]2[S:9][C:8](=[O:10])[NH:7][C:6]=2[CH:11]=1.Br[CH2:13][CH2:14][O:15][CH3:16], predict the reaction product. The product is: [Cl:1][C:2]1[CH:3]=[CH:4][C:5]2[S:9][C:8](=[O:10])[N:7]([CH2:13][CH2:14][O:15][CH3:16])[C:6]=2[CH:11]=1. (7) The product is: [F:12][C:10]1[CH:9]=[C:8]([F:13])[CH:7]=[C:6]2[C:11]=1[C:2]([NH:35][C:31]1[CH:32]=[N:33][CH:34]=[C:29]([N:26]3[CH2:27][CH2:28][O:23][CH2:24][CH2:25]3)[CH:30]=1)=[C:3]([CH3:22])[C:4]([N:14]1[CH2:19][CH2:18][N:17]([CH3:20])[CH2:16][C:15]1=[O:21])=[N:5]2. Given the reactants Cl[C:2]1[C:11]2[C:6](=[CH:7][C:8]([F:13])=[CH:9][C:10]=2[F:12])[N:5]=[C:4]([N:14]2[CH2:19][CH2:18][N:17]([CH3:20])[CH2:16][C:15]2=[O:21])[C:3]=1[CH3:22].[O:23]1[CH2:28][CH2:27][N:26]([C:29]2[CH:30]=[C:31]([NH2:35])[CH:32]=[N:33][CH:34]=2)[CH2:25][CH2:24]1, predict the reaction product. (8) The product is: [C:24]1([CH2:22][NH:21][C:5]2[C:6]3[CH:109]=[CH:108][N:106]([C@@H:104]4[O:105][C@H:39]([CH2:40][OH:41])[C@@H:42]([OH:43])[C@H:91]4[OH:90])[C:7]=3[N:8]=[CH:9][N:10]=2)[CH:29]=[CH:28][CH:27]=[CH:26][CH:25]=1. Given the reactants CC1C=C[C:5]([NH:21][C:22]([C:24]2[CH:25]=[CH:26][C:27](CN3CCN(C)CC3)=[CH:28][CH:29]=2)=O)=[CH:6][C:7]=1[NH:8][C:9]1[N:10]=CC=C(C2C=CC=NC=2)N=1.C(O)[C:39](N)([CH2:42][OH:43])[CH2:40][OH:41].Cl.C(N(CC(O)=O)CC(O)=O)CN(CC(O)=O)CC(O)=O.[Cl-].[Na+].[O-]P(OP([O-])([O-])=O)(=O)[O-].[Na+].[Na+].[Na+].[Na+].[F-].[Na+].CCC(C[O:90][C:91]([C:104]([N:106]([CH2:108][CH2:109][NH+](C)C)C)=[O:105])(C1C=CC=CC=1)C1C=CC=CC=1)CC.[Cl-].C1(CS(F)(=O)=O)C=CC=CC=1.C[C@H](NC(C[C@H](O)[C@@H](NC([C@@H](NC([C@@H](NC(CC(C)C)=O)C(C)C)=O)C(C)C)=O)CC(C)C)=O)C(N[C@H]([C@@H](O)CC(O)=O)CC(C)C)=O.CC(C[C@H](NC(C)=O)C(N[C@H](C(N[C@H](C(O)=O)CCCN=C(N)N)=O)CC(C)C)=O)C, predict the reaction product. (9) The product is: [F:1][C:2]1[C:7]([CH:8]2[CH2:9][CH2:10][NH:11][CH2:12][CH2:13]2)=[CH:6][CH:5]=[CH:4][C:3]=1[C:14](=[O:16])[CH3:15]. Given the reactants [F:1][C:2]1[C:7]([C:8]2[CH:13]=[CH:12][N:11]=[CH:10][CH:9]=2)=[CH:6][CH:5]=[CH:4][C:3]=1[C:14](=[O:16])[CH3:15].Cl, predict the reaction product. (10) The product is: [F:28][C:29]1[CH:30]=[C:31]([CH:37]=[CH:38][C:39]=1[O:7][C:8]1[CH:9]=[C:10]([C:11]([NH:13][C:14]2[CH:18]=[CH:17][N:16]([CH3:19])[N:15]=2)=[O:12])[CH:20]=[C:21]([O:23][C@@H:24]([CH3:27])[CH2:25][OH:26])[CH:22]=1)[C:32]([N:34]([CH3:36])[CH3:35])=[O:33]. Given the reactants C(=O)([O-])[O-].[K+].[K+].[OH:7][C:8]1[CH:9]=[C:10]([CH:20]=[C:21]([O:23][C@@H:24]([CH3:27])[CH2:25][OH:26])[CH:22]=1)[C:11]([NH:13][C:14]1[CH:18]=[CH:17][N:16]([CH3:19])[N:15]=1)=[O:12].[F:28][C:29]1[CH:30]=[C:31]([CH:37]=[CH:38][C:39]=1F)[C:32]([N:34]([CH3:36])[CH3:35])=[O:33], predict the reaction product.